From a dataset of Catalyst prediction with 721,799 reactions and 888 catalyst types from USPTO. Predict which catalyst facilitates the given reaction. (1) Product: [O:26]=[C:7]1[C:8]2([CH2:18][O:17][C:16]3[CH:19]=[C:20]4[C:24](=[CH:25][C:15]2=3)[CH2:23][CH2:22][O:21]4)[C:9]2[C:14](=[CH:13][CH:12]=[CH:11][CH:10]=2)[N:6]1[CH2:5][C:4]1[CH:3]=[C:2]([CH:29]=[CH:28][CH:27]=1)[O:1][CH2:37][C:38]([O:40][CH2:41][CH3:42])=[O:39]. The catalyst class is: 288. Reactant: [OH:1][C:2]1[CH:3]=[C:4]([CH:27]=[CH:28][CH:29]=1)[CH2:5][N:6]1[C:14]2[C:9](=[CH:10][CH:11]=[CH:12][CH:13]=2)[C:8]2([CH2:18][O:17][C:16]3[CH:19]=[C:20]4[C:24](=[CH:25][C:15]2=3)[CH2:23][CH2:22][O:21]4)[C:7]1=[O:26].C(=O)([O-])[O-].[K+].[K+].Br[CH2:37][C:38]([O:40][CH2:41][CH3:42])=[O:39].[I-].[K+]. (2) Reactant: [CH2:1]1[C:7]2[CH:8]=[CH:9][C:10]([O:12][C:13]3[CH:21]=[CH:20][C:16]([C:17]([NH2:19])=[O:18])=[CH:15][N:14]=3)=[CH:11][C:6]=2[CH2:5][CH2:4][NH:3][CH2:2]1.C([O-])([O-])=O.[K+].[K+].Br[CH2:29][CH2:30][C:31]1[CH:36]=[CH:35][CH:34]=[CH:33][CH:32]=1. Product: [CH2:29]([N:3]1[CH2:4][CH2:5][C:6]2[CH:11]=[C:10]([O:12][C:13]3[CH:21]=[CH:20][C:16]([C:17]([NH2:19])=[O:18])=[CH:15][N:14]=3)[CH:9]=[CH:8][C:7]=2[CH2:1][CH2:2]1)[CH2:30][C:31]1[CH:36]=[CH:35][CH:34]=[CH:33][CH:32]=1. The catalyst class is: 3.